The task is: Predict which catalyst facilitates the given reaction.. This data is from Catalyst prediction with 721,799 reactions and 888 catalyst types from USPTO. (1) Reactant: CC1C=[C:12]2[O:14]C=1C[C@H:5]([C:21](C)=C)[CH2:6][CH2:7][C:8]1C(=O)O[C@@H:10]([C@H:11]2C(C)=C)[CH:9]=1.[C:24]([O:28][C:29](=[O:42])[N:30]([C@H]1CC[C@H](C=C(Br)Br)CC1)[CH3:31])([CH3:27])([CH3:26])[CH3:25].[Li]CCCC.C=O. Product: [C:24]([O:28][C:29](=[O:42])[N:30]([C@H:6]1[CH2:5][CH2:21][C@H:9]([C:10]#[C:11][CH2:12][OH:14])[CH2:8][CH2:7]1)[CH3:31])([CH3:27])([CH3:26])[CH3:25]. The catalyst class is: 1. (2) Reactant: [Cl:1][C:2]1[CH:10]=[C:9]([F:11])[C:8]2[NH:7][C:6]3[CH2:12][CH2:13][N:14]([CH3:16])[CH2:15][C:5]=3[C:4]=2[CH:3]=1.[OH-].[K+].[F:19][C:20]([F:30])([F:29])[C:21]1[CH:26]=[CH:25][C:24]([CH:27]=[CH2:28])=[CH:23][N:22]=1.O. Product: [Cl:1][C:2]1[CH:10]=[C:9]([F:11])[C:8]2[N:7]([CH2:28][CH2:27][C:24]3[CH:23]=[N:22][C:21]([C:20]([F:30])([F:19])[F:29])=[CH:26][CH:25]=3)[C:6]3[CH2:12][CH2:13][N:14]([CH3:16])[CH2:15][C:5]=3[C:4]=2[CH:3]=1. The catalyst class is: 37. (3) Reactant: [CH2:1]([O:3][C:4]1[CH:5]=[C:6]([C:13]2[O:17][N:16]=[C:15]([C:18]3[CH:26]=[CH:25][CH:24]=[C:23]4[C:19]=3[CH2:20][CH2:21][N:22]4[CH:27]3[CH2:32][O:31]C(C)(C)[O:29][CH2:28]3)[N:14]=2)[CH:7]=[CH:8][C:9]=1[O:10][CH2:11][CH3:12])[CH3:2].[Na+].[I-].CO. Product: [CH2:1]([O:3][C:4]1[CH:5]=[C:6]([C:13]2[O:17][N:16]=[C:15]([C:18]3[CH:26]=[CH:25][CH:24]=[C:23]4[C:19]=3[CH2:20][CH2:21][N:22]4[CH:27]([CH2:32][OH:31])[CH2:28][OH:29])[N:14]=2)[CH:7]=[CH:8][C:9]=1[O:10][CH2:11][CH3:12])[CH3:2]. The catalyst class is: 23. (4) Reactant: C[O:2][C:3]([C:5]1[CH:14]=[CH:13][C:12]2[NH:11][CH:10]([C:15]3[CH:20]=[CH:19][C:18]([F:21])=[C:17]([Cl:22])[CH:16]=3)[CH2:9][C:8]([CH3:25])([CH:23]=[CH2:24])[C:7]=2[N:6]=1)=[O:4].[OH-].[Na+]. Product: [Cl:22][C:17]1[CH:16]=[C:15]([CH:10]2[CH2:9][C:8]([CH3:25])([CH:23]=[CH2:24])[C:7]3[N:6]=[C:5]([C:3]([OH:4])=[O:2])[CH:14]=[CH:13][C:12]=3[NH:11]2)[CH:20]=[CH:19][C:18]=1[F:21]. The catalyst class is: 193. (5) Reactant: C(O[C:6](=O)[NH:7][CH2:8][C:9]([N:11]1[CH2:15][CH2:14][CH2:13][CH:12]1[C:16]#[N:17])=[O:10])(C)(C)C.FC(F)(F)C(O)=O.C(N(CC)CC)C.[CH2:33]([O:35][CH:36]1[CH2:43][CH:42]2[CH:38]([CH2:39]C(=O)[CH2:41]2)[CH2:37]1)[CH3:34].C(O[BH-](OC(=O)C)OC(=O)C)(=O)C.[Na+]. Product: [CH2:33]([O:35][CH:36]1[CH2:43][CH:42]2[CH:38]([CH2:39][CH:6]([NH:7][CH2:8][C:9]([N:11]3[CH2:15][CH2:14][CH2:13][CH:12]3[C:16]#[N:17])=[O:10])[CH2:41]2)[CH2:37]1)[CH3:34]. The catalyst class is: 4. (6) Reactant: [C:1]([O:5][C:6]([NH:8][C@H:9]1[C@H:14]([O:15][Si:16]([C:19]([CH3:22])([CH3:21])[CH3:20])([CH3:18])[CH3:17])[C@@H:13]([CH3:23])[CH2:12][N:11]([C:24]2[CH:29]=[CH:28][N:27]=[CH:26][C:25]=2[NH:30][C:31]([C:33]2[C:42]([NH:43]C(=O)OCC3C=CC=CC=3)=[CH:41][C:40]3[C:35](=[CH:36][C:37]([C:54]4[CH2:55][CH2:56][O:57][CH2:58][CH:59]=4)=[CH:38][CH:39]=3)[N:34]=2)=[O:32])[CH2:10]1)=[O:7])([CH3:4])([CH3:3])[CH3:2].[H][H]. Product: [NH2:43][C:42]1[C:33]([C:31]([NH:30][C:25]2[CH:26]=[N:27][CH:28]=[CH:29][C:24]=2[N:11]2[CH2:12][C@H:13]([CH3:23])[C@@H:14]([O:15][Si:16]([C:19]([CH3:20])([CH3:21])[CH3:22])([CH3:18])[CH3:17])[C@H:9]([NH:8][C:6](=[O:7])[O:5][C:1]([CH3:4])([CH3:3])[CH3:2])[CH2:10]2)=[O:32])=[N:34][C:35]2[C:40]([CH:41]=1)=[CH:39][CH:38]=[C:37]([CH:54]1[CH2:59][CH2:58][O:57][CH2:56][CH2:55]1)[CH:36]=2. The catalyst class is: 19. (7) Reactant: [CH3:1][C:2]1[C:3]([OH:16])=[N:4][CH:5]=[N:6][C:7]=1[CH2:8][C:9]1[CH:14]=[CH:13][CH:12]=[CH:11][C:10]=1[CH3:15].Br[C:18]1[CH:23]=[CH:22][C:21]([OH:24])=[C:20]([F:25])[CH:19]=1.CNCCNC.P([O-])([O-])([O-])=O.[K+].[K+].[K+]. Product: [F:25][C:20]1[CH:19]=[C:18]([N:4]2[C:3](=[O:16])[C:2]([CH3:1])=[C:7]([CH2:8][C:9]3[CH:14]=[CH:13][CH:12]=[CH:11][C:10]=3[CH3:15])[N:6]=[CH:5]2)[CH:23]=[CH:22][C:21]=1[OH:24]. The catalyst class is: 205. (8) Reactant: [F:1][C:2]([F:16])([F:15])[CH2:3][O:4][C:5]1[N:10]=[C:9]([C:11](OC)=[O:12])[CH:8]=[CH:7][CH:6]=1.[H-].[Al+3].[Li+].[H-].[H-].[H-]. Product: [F:16][C:2]([F:1])([F:15])[CH2:3][O:4][C:5]1[N:10]=[C:9]([CH2:11][OH:12])[CH:8]=[CH:7][CH:6]=1. The catalyst class is: 1. (9) Reactant: [Cl:1][C:2]1[CH:7]=[CH:6][CH:5]=[C:4]([Cl:8])[C:3]=1[C:9]1[C:13]([CH2:14][O:15][C:16]2[CH:17]=[C:18]3[C:23](=[CH:24][CH:25]=2)[CH:22]=[C:21]([C:26]2[CH:32]=[CH:31][C:29]([NH2:30])=[CH:28][CH:27]=2)[CH:20]=[CH:19]3)=[C:12]([CH:33]([CH3:35])[CH3:34])[O:11][N:10]=1.C(N(CC)CC)C.[F:43][C:44]([F:57])([F:56])[S:45](O[S:45]([C:44]([F:57])([F:56])[F:43])(=[O:47])=[O:46])(=[O:47])=[O:46].C(OCC)(=O)C. Product: [Cl:8][C:4]1[CH:5]=[CH:6][CH:7]=[C:2]([Cl:1])[C:3]=1[C:9]1[C:13]([CH2:14][O:15][C:16]2[CH:17]=[C:18]3[C:23](=[CH:24][CH:25]=2)[CH:22]=[C:21]([C:26]2[CH:32]=[CH:31][C:29]([NH:30][S:45]([C:44]([F:57])([F:56])[F:43])(=[O:47])=[O:46])=[CH:28][CH:27]=2)[CH:20]=[CH:19]3)=[C:12]([CH:33]([CH3:35])[CH3:34])[O:11][N:10]=1. The catalyst class is: 46. (10) Reactant: CN(C)S([N:6]1[C:10]([CH2:11][CH2:12][CH2:13][Cl:14])=[C:9]([Br:15])[C:8]([CH3:16])=[N:7]1)(=O)=O.Cl. Product: [Br:15][C:9]1[C:8]([CH3:16])=[N:7][NH:6][C:10]=1[CH2:11][CH2:12][CH2:13][Cl:14]. The catalyst class is: 5.